From a dataset of Catalyst prediction with 721,799 reactions and 888 catalyst types from USPTO. Predict which catalyst facilitates the given reaction. (1) Reactant: [CH2:1]([O:3][C:4](=[O:19])[C:5]([C:10]([C:12]1[C:17]([Cl:18])=[CH:16][CH:15]=[CH:14][N:13]=1)=O)=[CH:6][N:7](C)C)[CH3:2].O.O.O.[F:23][C:24]([F:29])([F:28])[CH2:25][NH:26]N. Product: [Cl:18][C:17]1[C:12]([C:10]2[N:26]([CH2:25][C:24]([F:29])([F:28])[F:23])[N:7]=[CH:6][C:5]=2[C:4]([O:3][CH2:1][CH3:2])=[O:19])=[N:13][CH:14]=[CH:15][CH:16]=1. The catalyst class is: 8. (2) Reactant: C(Cl)(=O)C(Cl)=O.CS(C)=O.[OH:11][CH:12]1[CH2:17][CH2:16][N:15]([C:18]2([CH3:31])[CH2:23][CH2:22][N:21]([C:24]([O:26][C:27]([CH3:30])([CH3:29])[CH3:28])=[O:25])[CH2:20][CH2:19]2)[CH2:14][CH2:13]1.C(N(CC)CC)C. Product: [CH3:31][C:18]1([N:15]2[CH2:14][CH2:13][C:12](=[O:11])[CH2:17][CH2:16]2)[CH2:19][CH2:20][N:21]([C:24]([O:26][C:27]([CH3:28])([CH3:29])[CH3:30])=[O:25])[CH2:22][CH2:23]1. The catalyst class is: 4. (3) Reactant: [Cl:1][C:2]1[CH:6]=[CH:5][S:4][C:3]=1[C:7]([OH:9])=O.[CH3:10][NH:11][C:12]1[N:17]=[C:16]([CH2:18][CH2:19][O:20][C:21]2[CH:22]=[CH:23][C:24]([CH2:27][C@@H:28]([C:30]([O:32]C)=[O:31])[NH2:29])=[N:25][CH:26]=2)[CH:15]=[CH:14][CH:13]=1.OP=O.CCN=C=NCCCN(C)C.C([O-])(O)=O.[Na+].[OH-].[Na+]. Product: [Cl:1][C:2]1[CH:6]=[CH:5][S:4][C:3]=1[C:7]([NH:29][C@H:28]([C:30]([OH:32])=[O:31])[CH2:27][C:24]1[CH:23]=[CH:22][C:21]([O:20][CH2:19][CH2:18][C:16]2[CH:15]=[CH:14][CH:13]=[C:12]([NH:11][CH3:10])[N:17]=2)=[CH:26][N:25]=1)=[O:9]. The catalyst class is: 59. (4) Reactant: [CH3:1][O:2][C:3]1[CH:4]=[CH:5][CH:6]=[C:7]2[C:12]=1[C:11](=O)[NH:10][CH2:9][CH2:8]2.C1COCC1.[H-].[H-].[H-].[H-].[Li+].[Al+3].[OH-].[Na+]. Product: [CH3:1][O:2][C:3]1[CH:4]=[CH:5][CH:6]=[C:7]2[C:12]=1[CH2:11][NH:10][CH2:9][CH2:8]2. The catalyst class is: 6. (5) Reactant: CN(C(ON1N=NC2C=CC=NC1=2)=[N+](C)C)C.F[P-](F)(F)(F)(F)F.Cl.Cl.[Cl:27][C:28]1[C:29]([F:54])=[C:30]([NH:34][C:35]2[C:44]3[C:39](=[CH:40][C:41]([O:52][CH3:53])=[C:42]([O:45][CH:46]4[CH2:51][CH2:50][NH:49][CH2:48][CH2:47]4)[CH:43]=3)[N:38]=[CH:37][N:36]=2)[CH:31]=[CH:32][CH:33]=1.C(N(C(C)C)CC)(C)C.[CH3:64][C:65]1[C:69]([C:70](O)=[O:71])=[C:68]([CH3:73])[O:67][N:66]=1. Product: [Cl:27][C:28]1[C:29]([F:54])=[C:30]([NH:34][C:35]2[C:44]3[C:39](=[CH:40][C:41]([O:52][CH3:53])=[C:42]([O:45][CH:46]4[CH2:47][CH2:48][N:49]([C:70]([C:69]5[C:65]([CH3:64])=[N:66][O:67][C:68]=5[CH3:73])=[O:71])[CH2:50][CH2:51]4)[CH:43]=3)[N:38]=[CH:37][N:36]=2)[CH:31]=[CH:32][CH:33]=1. The catalyst class is: 2. (6) Reactant: [C:1]1([CH2:7][O:8][C:9]2[NH:13][C:12](=[O:14])[O:11][N:10]=2)[CH:6]=[CH:5][CH:4]=[CH:3][CH:2]=1.IC.N12CCCN=C1CCCC[CH2:18]2. Product: [CH3:18][N:13]1[C:12](=[O:14])[O:11][N:10]=[C:9]1[O:8][CH2:7][C:1]1[CH:2]=[CH:3][CH:4]=[CH:5][CH:6]=1. The catalyst class is: 10. (7) Reactant: [O:1]1[C@@H:3]2[C@H:4](O)[C@@H:5]3[C@@H:14]([C@@:15]4([CH3:27])[CH2:16][CH2:17][C@H:18]([O:20][C:21](=[O:26])[C:22]([CH3:25])([CH3:24])[CH3:23])[CH2:19][C@@:2]124)[CH2:13][CH2:12][C@@:10]1([CH3:11])[C@H:6]3[C@@H:7]2[CH2:29][C@@H:8]2[C:9]1=[O:28].[Cl:31]C(Cl)(Cl)C(C(Cl)(Cl)Cl)=O.C1(P(C2C=CC=CC=2)C2C=CC=CC=2)C=CC=CC=1. Product: [Cl:31][C@@H:4]1[C@H:3]2[O:1][C@:2]32[C@:15]([CH3:27])([CH2:16][CH2:17][C@H:18]([O:20][C:21](=[O:26])[C:22]([CH3:25])([CH3:24])[CH3:23])[CH2:19]3)[C@@H:14]2[C@@H:5]1[C@H:6]1[C@@:10]([CH2:12][CH2:13]2)([CH3:11])[C:9](=[O:28])[C@H:8]2[CH2:29][C@@H:7]12. The catalyst class is: 4. (8) Reactant: [CH2:1]([O:3][CH:4]([O:15][CH2:16][CH3:17])[C:5]1[O:13][C:12]2[C:11](I)=[CH:10][N:9]=[CH:8][C:7]=2[CH:6]=1)[CH3:2].[CH2:18]([O:25][C:26]1[CH:31]=[CH:30][C:29](B(O)O)=[CH:28][CH:27]=1)[C:19]1[CH:24]=[CH:23][CH:22]=[CH:21][CH:20]=1.C(=O)([O-])[O-].[Na+].[Na+]. Product: [CH2:18]([O:25][C:26]1[CH:31]=[CH:30][C:29]([C:11]2[C:12]3[O:13][C:5]([CH:4]([O:15][CH2:16][CH3:17])[O:3][CH2:1][CH3:2])=[CH:6][C:7]=3[CH:8]=[N:9][CH:10]=2)=[CH:28][CH:27]=1)[C:19]1[CH:24]=[CH:23][CH:22]=[CH:21][CH:20]=1. The catalyst class is: 460.